From a dataset of Forward reaction prediction with 1.9M reactions from USPTO patents (1976-2016). Predict the product of the given reaction. (1) Given the reactants [N+:1]([C:4]1[CH:9]=[C:8]([N+:10]([O-:12])=[O:11])[CH:7]=[CH:6][C:5]=1F)([O-:3])=[O:2].[C:14]1([CH:21]=[CH:20][C:18]([OH:19])=[CH:17][CH:16]=1)[OH:15].C(=O)([O-])[O-].[K+].[K+].[Br-].[CH3:29][CH2:30][CH2:31][CH2:32][CH2:33][CH2:34][CH2:35][CH3:36], predict the reaction product. The product is: [N+:1]([C:4]1[CH:9]=[C:8]([N+:10]([O-:12])=[O:11])[CH:7]=[CH:6][C:5]=1[O:15][C:14]1[CH:21]=[CH:20][C:18]([O:19][CH2:29][CH2:30][CH2:31][CH2:32][CH2:33][CH2:34][CH2:35][CH3:36])=[CH:17][CH:16]=1)([O-:3])=[O:2]. (2) The product is: [CH3:1][O:2][C:3]1[CH:8]=[C:7]([CH:6]=[CH:5][C:4]=1[O:11][CH2:14][CH2:15][N:16]1[CH2:21][CH2:20][O:19][CH2:18][CH2:17]1)[CH:9]=[O:10]. Given the reactants [CH3:1][O:2][C:3]1[CH:8]=[C:7]([CH:9]=[O:10])[CH:6]=[CH:5][C:4]=1[OH:11].Cl.Cl[CH2:14][CH2:15][N:16]1[CH2:21][CH2:20][O:19][CH2:18][CH2:17]1.[I-].[Na+].C(=O)([O-])[O-].[K+].[K+], predict the reaction product. (3) The product is: [O:34]=[S:30]1(=[O:33])[CH2:31][CH2:32][N:27]([CH2:26][C:25]2[CH:35]=[CH:36][C:22]([NH:20][C:18]3[N:19]=[C:15]4[CH:14]=[CH:13][CH:12]=[C:11]([C:8]5[CH:9]=[CH:10][C:5]([S:2]([CH3:1])(=[O:3])=[O:4])=[CH:6][CH:7]=5)[N:16]4[N:17]=3)=[CH:23][CH:24]=2)[CH2:28][CH2:29]1. Given the reactants [CH3:1][S:2]([C:5]1[CH:10]=[CH:9][C:8]([C:11]2[N:16]3[N:17]=[C:18]([NH2:20])[N:19]=[C:15]3[CH:14]=[CH:13][CH:12]=2)=[CH:7][CH:6]=1)(=[O:4])=[O:3].Br[C:22]1[CH:36]=[CH:35][C:25]([CH2:26][N:27]2[CH2:32][CH2:31][S:30](=[O:34])(=[O:33])[CH2:29][CH2:28]2)=[CH:24][CH:23]=1.C1(P(C2CCCCC2)C2C=CC=CC=2C2C=CC=CC=2P(C2CCCCC2)C2CCCCC2)CCCCC1, predict the reaction product. (4) Given the reactants [CH:1]([C:3]1[CH:19]=[CH:18][C:6]([O:7][C:8]([CH3:17])([CH3:16])[C:9]([O:11][C:12]([CH3:15])([CH3:14])[CH3:13])=[O:10])=[CH:5][CH:4]=1)=O.[CH3:20][C:21]1[N:22]=[CH:23][O:24][C:25]=1[CH2:26][NH2:27].C(O[BH-](OC(=O)C)OC(=O)C)(=O)C.[Na+].C(=O)(O)[O-].[Na+], predict the reaction product. The product is: [CH3:16][C:8]([O:7][C:6]1[CH:18]=[CH:19][C:3]([CH2:1][NH:27][CH2:26][C:25]2[O:24][CH:23]=[N:22][C:21]=2[CH3:20])=[CH:4][CH:5]=1)([CH3:17])[C:9]([O:11][C:12]([CH3:15])([CH3:14])[CH3:13])=[O:10]. (5) The product is: [C:1]([O:5][C:6]([N:8]1[C:16]2[C:11](=[CH:12][C:13]([C:17](=[O:19])[NH:53][C:54]3[CH:55]=[N:56][C:57]4[C:62]([CH:63]=3)=[CH:61][CH:60]=[CH:59][CH:58]=4)=[CH:14][CH:15]=2)[CH2:10][CH2:9]1)=[O:7])([CH3:2])([CH3:3])[CH3:4]. Given the reactants [C:1]([O:5][C:6]([N:8]1[C:16]2[C:11](=[CH:12][C:13]([C:17]([OH:19])=O)=[CH:14][CH:15]=2)[CH2:10][CH2:9]1)=[O:7])([CH3:4])([CH3:3])[CH3:2].F[P-](F)(F)(F)(F)F.N1(OC(N(C)C)=[N+](C)C)C2C=CC=CC=2N=N1.C(N(CC)C(C)C)(C)C.[NH2:53][C:54]1[CH:55]=[N:56][C:57]2[C:62]([CH:63]=1)=[CH:61][CH:60]=[CH:59][CH:58]=2, predict the reaction product. (6) Given the reactants [C:1]1([C:7]2([CH2:12][OH:13])[CH2:11][CH2:10][CH2:9][CH2:8]2)[CH:6]=[CH:5][CH:4]=[CH:3][CH:2]=1.[CH3:14][S:15](Cl)(=[O:17])=[O:16], predict the reaction product. The product is: [C:1]1([C:7]2([CH2:12][O:13][S:15]([CH3:14])(=[O:17])=[O:16])[CH2:11][CH2:10][CH2:9][CH2:8]2)[CH:6]=[CH:5][CH:4]=[CH:3][CH:2]=1. (7) Given the reactants [CH3:1][O:2][C:3]1[CH:4]=[C:5]([C:28]2[CH:33]=[CH:32][CH:31]=[CH:30][C:29]=2[CH3:34])[CH:6]=[CH:7][C:8]=1[C:9]([N:11]1[C:17]2[CH:18]=[CH:19][CH:20]=[CH:21][C:16]=2[CH2:15][N:14]2[C:22]([C:25](O)=[O:26])=[CH:23][CH:24]=[C:13]2[CH2:12]1)=[O:10].[CH3:35][NH:36][CH2:37][C@@H:38]([C@H:40]([C@@H:42]([C@@H:44]([CH2:46][OH:47])[OH:45])[OH:43])[OH:41])[OH:39].ON1C2C=CC=CC=2N=N1.Cl.CN(C)CCCN=C=NCC.C(N(CC)C(C)C)(C)C, predict the reaction product. The product is: [CH3:35][N:36]([CH2:37][C@H:38]([OH:39])[C@@H:40]([OH:41])[C@H:42]([OH:43])[C@H:44]([OH:45])[CH2:46][OH:47])[C:25]([C:22]1[N:14]2[C:13]([CH2:12][N:11]([C:9]([C:8]3[CH:7]=[CH:6][C:5]([C:28]4[CH:33]=[CH:32][CH:31]=[CH:30][C:29]=4[CH3:34])=[CH:4][C:3]=3[O:2][CH3:1])=[O:10])[C:17]3[CH:18]=[CH:19][CH:20]=[CH:21][C:16]=3[CH2:15]2)=[CH:24][CH:23]=1)=[O:26].